From a dataset of Forward reaction prediction with 1.9M reactions from USPTO patents (1976-2016). Predict the product of the given reaction. Given the reactants Cl[C:2]1[CH:11]=[C:10]([C:12]2[CH:17]=[CH:16][C:15]([F:18])=[CH:14][CH:13]=2)[C:9]2[C:4](=[CH:5][C:6]([CH2:19][N:20]3[CH:24]=[C:23]([C@@:25]([OH:32])([CH2:30][CH3:31])[C:26]([F:29])([F:28])[F:27])[N:22]=[N:21]3)=[CH:7][CH:8]=2)[N:3]=1.[CH3:33][S-:34].[Na+], predict the reaction product. The product is: [F:27][C:26]([F:29])([F:28])[C@:25]([C:23]1[N:22]=[N:21][N:20]([CH2:19][C:6]2[CH:5]=[C:4]3[C:9]([C:10]([C:12]4[CH:17]=[CH:16][C:15]([F:18])=[CH:14][CH:13]=4)=[CH:11][C:2]([S:34][CH3:33])=[N:3]3)=[CH:8][CH:7]=2)[CH:24]=1)([OH:32])[CH2:30][CH3:31].